Dataset: Full USPTO retrosynthesis dataset with 1.9M reactions from patents (1976-2016). Task: Predict the reactants needed to synthesize the given product. (1) Given the product [CH3:18][N:9]1[C:10]2[C:6](=[CH:5][C:4]([N+:1]([O-:3])=[O:2])=[CH:12][CH:11]=2)[CH:7]=[C:8]1[C:13]([O:15][CH2:16][CH3:17])=[O:14], predict the reactants needed to synthesize it. The reactants are: [N+:1]([C:4]1[CH:5]=[C:6]2[C:10](=[CH:11][CH:12]=1)[NH:9][C:8]([C:13]([O:15][CH2:16][CH3:17])=[O:14])=[CH:7]2)([O-:3])=[O:2].[C:18](=O)([O-])[O-].[K+].[K+].CI.C(#N)C. (2) Given the product [CH2:34]1[C:35]2[C:31](=[CH:30][C:29]([N:27]3[C:9]4[N:10]=[C:11]([NH:14][C:15]5[CH:16]=[CH:17][C:18]([CH:21]6[CH2:26][CH2:25][N:24]([CH2:40][CH2:41][C:42]([OH:44])=[O:43])[CH2:23][CH2:22]6)=[CH:19][CH:20]=5)[N:12]=[CH:13][C:8]=4[C:7](=[O:38])[C:6]([C:4](=[O:5])[NH:3][O:2][CH3:1])=[CH:28]3)=[CH:37][CH:36]=2)[CH2:32][CH2:33]1, predict the reactants needed to synthesize it. The reactants are: [CH3:1][O:2][NH:3][C:4]([C:6]1[C:7](=[O:38])[C:8]2[CH:13]=[N:12][C:11]([NH:14][C:15]3[CH:20]=[CH:19][C:18]([CH:21]4[CH2:26][CH2:25][NH:24][CH2:23][CH2:22]4)=[CH:17][CH:16]=3)=[N:10][C:9]=2[N:27]([C:29]2[CH:30]=[C:31]3[C:35](=[CH:36][CH:37]=2)[CH2:34][CH2:33][CH2:32]3)[CH:28]=1)=[O:5].Br[CH2:40][CH2:41][C:42]([OH:44])=[O:43].C(N(CC)CC)C. (3) Given the product [S:26]1[C:30](/[C:8](/[C:5]2[CH:6]=[CH:7][C:2]([Br:1])=[CH:3][CH:4]=2)=[CH:9]\[CH2:10][O:11][C:12]2[CH:23]=[CH:22][C:15]([O:16][CH2:17][C:18]([O:20][CH3:21])=[O:19])=[C:14]([CH3:24])[CH:13]=2)=[CH:29][C:28]2[CH:44]=[CH:45][CH:46]=[CH:47][C:27]1=2, predict the reactants needed to synthesize it. The reactants are: [Br:1][C:2]1[CH:7]=[CH:6][C:5](/[C:8](/I)=[CH:9]/[CH2:10][O:11][C:12]2[CH:23]=[CH:22][C:15]([O:16][CH2:17][C:18]([O:20][CH3:21])=[O:19])=[C:14]([CH3:24])[CH:13]=2)=[CH:4][CH:3]=1.[S:26]1[C:30]([Sn](CCCC)(CCCC)CCCC)=[CH:29][C:28]2[CH:44]=[CH:45][CH:46]=[CH:47][C:27]1=2.C(P(C(C)(C)C)C(C)(C)C)(C)(C)C.C1CCCCC1. (4) Given the product [C:13]1([C:19]2[N:20]=[C:21]([CH2:38][CH2:39][CH2:40][N:42]([CH3:43])[CH2:44][CH2:45][C:46]3([OH:60])[CH2:51][CH:50]4[CH2:52][CH2:53][CH:47]3[CH:48]=[C:49]4[C:54]3[CH:55]=[CH:56][CH:57]=[CH:58][CH:59]=3)[N:22]([CH2:30][O:31][CH2:32][CH2:33][Si:34]([CH3:37])([CH3:36])[CH3:35])[C:23]=2[C:24]2[CH:29]=[CH:28][CH:27]=[CH:26][CH:25]=2)[CH:18]=[CH:17][CH:16]=[CH:15][CH:14]=1, predict the reactants needed to synthesize it. The reactants are: COCCO[AlH2-]OCCOC.[Na+].[C:13]1([C:19]2[N:20]=[C:21]([CH2:38][CH2:39][C:40]([N:42]([CH2:44][CH2:45][C@:46]3([OH:60])[CH2:51][C@H:50]4[CH2:52][CH2:53][C@@H:47]3[CH:48]=[C:49]4[C:54]3[CH:59]=[CH:58][CH:57]=[CH:56][CH:55]=3)[CH3:43])=O)[N:22]([CH2:30][O:31][CH2:32][CH2:33][Si:34]([CH3:37])([CH3:36])[CH3:35])[C:23]=2[C:24]2[CH:29]=[CH:28][CH:27]=[CH:26][CH:25]=2)[CH:18]=[CH:17][CH:16]=[CH:15][CH:14]=1.[OH-].[Na+]. (5) Given the product [CH3:1][O:2][C:3]1[CH:4]=[N:5][CH:6]=[CH:7][C:8]=1[C:9]1[C:10]2[CH:17]=[C:16]([CH2:18][O:19][C:20]3[CH:25]=[CH:24][C:23]([C@@H:26]([C:33]#[C:34][CH3:35])[CH2:27][C:28]([OH:30])=[O:29])=[CH:22][CH:21]=3)[CH:15]=[CH:14][C:11]=2[S:12][CH:13]=1, predict the reactants needed to synthesize it. The reactants are: [CH3:1][O:2][C:3]1[CH:4]=[N:5][CH:6]=[CH:7][C:8]=1[C:9]1[C:10]2[CH:17]=[C:16]([CH2:18][O:19][C:20]3[CH:25]=[CH:24][C:23]([C@@H:26]([C:33]#[C:34][CH3:35])[CH2:27][C:28]([O:30]CC)=[O:29])=[CH:22][CH:21]=3)[CH:15]=[CH:14][C:11]=2[S:12][CH:13]=1.[Li+].[OH-].Cl. (6) Given the product [CH:36]([O:35][C:33]([NH:32][CH2:31][C:10]1[CH:11]=[C:12]([O:15][CH2:16][CH2:17][C:18]2[N:19]=[C:20]([C:24]3[CH:29]=[CH:28][C:27]([O:30][C:41]4[CH:46]=[CH:45][CH:44]=[CH:43][N:42]=4)=[CH:26][CH:25]=3)[O:21][C:22]=2[CH3:23])[CH:13]=[CH:14][C:9]=1[CH2:8][CH2:7][C:6]([OH:5])=[O:39])=[O:34])([CH3:38])[CH3:37], predict the reactants needed to synthesize it. The reactants are: C([O:5][C:6](=[O:39])[CH2:7][CH2:8][C:9]1[CH:14]=[CH:13][C:12]([O:15][CH2:16][CH2:17][C:18]2[N:19]=[C:20]([C:24]3[CH:29]=[CH:28][C:27]([OH:30])=[CH:26][CH:25]=3)[O:21][C:22]=2[CH3:23])=[CH:11][C:10]=1[CH2:31][NH:32][C:33]([O:35][CH:36]([CH3:38])[CH3:37])=[O:34])(C)(C)C.Br[C:41]1[CH:46]=[CH:45][CH:44]=[CH:43][N:42]=1. (7) Given the product [CH2:5]([O:4][C:2](=[O:3])[NH:1][C:21]([CH:19]1[C:20]2[CH:7]=[CH:8][CH:9]=[CH:10][C:11]=2[O:12][C:13]2[C:18]1=[CH:17][CH:16]=[CH:15][CH:14]=2)=[O:22])[CH3:6], predict the reactants needed to synthesize it. The reactants are: [NH2:1][C:2]([O:4][CH2:5][CH3:6])=[O:3].[CH:7]1[C:20]2[CH:19]([C:21](Cl)=[O:22])[C:18]3[C:13](=[CH:14][CH:15]=[CH:16][CH:17]=3)[O:12][C:11]=2[CH:10]=[CH:9][CH:8]=1. (8) The reactants are: [NH2:1][N:2]1[N:11]=[C:10]([Cl:12])[C:9]2[C:4](=[CH:5][CH:6]=[CH:7][CH:8]=2)[C:3]1=[O:13].[F:14][C:15]1[CH:16]=[C:17]([CH2:22][C:23](O)=[O:24])[CH:18]=[C:19]([F:21])[CH:20]=1. Given the product [Cl:12][C:10]1[C:9]2[C:4](=[CH:5][CH:6]=[CH:7][CH:8]=2)[C:3](=[O:13])[N:2]([NH:1][C:23](=[O:24])[CH2:22][C:17]2[CH:16]=[C:15]([F:14])[CH:20]=[C:19]([F:21])[CH:18]=2)[N:11]=1, predict the reactants needed to synthesize it. (9) Given the product [NH2:16][C:15]1[C:10]2[C:9]([I:17])=[CH:8][N:7]([C@@H:5]3[CH2:6][C@H:3]([CH2:2][NH:1][C:18](=[O:20])[CH3:19])[CH2:4]3)[C:11]=2[N:12]=[CH:13][N:14]=1, predict the reactants needed to synthesize it. The reactants are: [NH2:1][CH2:2][C@@H:3]1[CH2:6][C@H:5]([N:7]2[C:11]3[N:12]=[CH:13][N:14]=[C:15]([NH2:16])[C:10]=3[C:9]([I:17])=[CH:8]2)[CH2:4]1.[C:18](O)(=[O:20])[CH3:19].CN(C(ON1N=NC2C=CC=NC1=2)=[N+](C)C)C.F[P-](F)(F)(F)(F)F.CCN(C(C)C)C(C)C.